Dataset: Catalyst prediction with 721,799 reactions and 888 catalyst types from USPTO. Task: Predict which catalyst facilitates the given reaction. (1) Reactant: [CH2:1]([NH:3][C:4]1[C:9]([CH:10]=O)=[CH:8][N:7]=[C:6]2[N:12](COC)[CH:13]=[C:14]([CH3:15])[C:5]=12)[CH3:2].[Cl:19][C:20]1[C:30]([CH2:31][C:32]#N)=[CH:29][C:28]([O:34][CH3:35])=[CH:27][C:21]=1[C:22]([NH:24][CH2:25][CH3:26])=[O:23].[O-:36]CC.[Na+]. The catalyst class is: 14. Product: [Cl:19][C:20]1[C:30]([C:31]2[C:32](=[O:36])[N:3]([CH2:1][CH3:2])[C:4]3[C:9](=[CH:8][N:7]=[C:6]4[NH:12][CH:13]=[C:14]([CH3:15])[C:5]4=3)[CH:10]=2)=[CH:29][C:28]([O:34][CH3:35])=[CH:27][C:21]=1[C:22]([NH:24][CH2:25][CH3:26])=[O:23]. (2) Reactant: [F:1][C:2]1[CH:3]=[C:4]([CH:8]=[CH:9][C:10]=1[F:11])[C:5]([OH:7])=O.C(N1C=CN=C1)(N1C=CN=C1)=O.[Mg+].[C:25]([O:31][CH2:32][CH3:33])(=[O:30])[CH2:26]C([O-])=O.Cl. Product: [F:1][C:2]1[CH:3]=[C:4]([C:5](=[O:7])[CH2:26][C:25]([O:31][CH2:32][CH3:33])=[O:30])[CH:8]=[CH:9][C:10]=1[F:11]. The catalyst class is: 253.